Binary Classification. Given a miRNA mature sequence and a target amino acid sequence, predict their likelihood of interaction. From a dataset of Experimentally validated miRNA-target interactions with 360,000+ pairs, plus equal number of negative samples. (1) The miRNA is mmu-miR-26a-5p with sequence UUCAAGUAAUCCAGGAUAGGCU. The protein sequence of the target gene is MSGAPPSYSFVALPPRAKDGLVVFGKNSARPRDEVQEVVYFPAVDHDAESKVECTYISIDQVPRTHAIVISRPAWLWGAEMGANEHGVCIANEAINAREPAAETEALLGMDLVRLGLERGTTAKEALDIIVSLLDEHGQGGNYYEDAHSCHSFQSAYLLVDRDEAWVLETVGKYWAAERITEGVRCICNHLSLATKLDEEHPELRTYAQSQGWWTGDDEFNFAQVFSPADDRLDCCAGQDSLEKQEESITVQTMINILRDKASGVCIDSESFLTTASIVSVLPQNRSSPCIHYFTGTPDP.... Result: 1 (interaction). (2) The miRNA is hsa-miR-20b-3p with sequence ACUGUAGUAUGGGCACUUCCAG. The protein sequence of the target gene is MAFEDVAVYFSQEEWGLLDTAQRALYRRVMLDNFALVASLGLSTSRPRVVIQLERGEEPWVPSGTDTTLSRTTYRRRNPGSWSLTEDRDVSGEWPRAFPDTPPGMTTSVFPVAGACHSVKSLQRQRGASPSRERKPTGVSVIYWERLLLGSGSGQASVSLRLTSPLRPPEGVRLREKTLTEHALLGRQPRTPERQKPCAQEVPGRTFGSAQDLEAAGGRGHHRMGAVWQEPHRLLGGQEPSTWDELGEALHAGEKSFECRACSKVFVKSSDLLKHLRTHTGERPYECAQCGKAFSQTSHL.... Result: 0 (no interaction). (3) The miRNA is hsa-miR-1286 with sequence UGCAGGACCAAGAUGAGCCCU. The protein sequence of the target gene is MGRGVRVLLLLSLLHCAGGSEGRKTWRRRGQQPPPPPRTEAAPAAGQPVESFPLDFTAVEGNMDSFMAQVKSLAQSLYPCSAQQLNEDLRLHLLLNTSVTCNDGSPAGYYLKESRGSRRWLLFLEGGWYCFNRENCDSRYDTMRRLMSSRDWPRTRTGTGILSSQPEENPYWWNANMVFIPYCSSDVWSGASSKSEKNEYAFMGALIIQEVVRELLGRGLSGAKVLLLAGSSAGGTGVLLNVDRVAEQLEKLGYPAIQVRGLADSGWFLDNKQYRHTDCVDTITCAPTEAIRRGIRYWNG.... Result: 0 (no interaction). (4) The miRNA is hsa-miR-548at-3p with sequence CAAAACCGCAGUAACUUUUGU. The protein sequence of the target gene is MKLISSLDGSKTLNANNMETLIECQSEGDIKVPPLLTSCESEDSICQLTEIKKRKKVLSWPSLMRKLSPSSDFSGSLEPELKVSLFDQPLSIICGENDTLPRPIQDILTILCLKGPSTEGIFRKAASEKARKELKEGLNCGVSVNLKQLPVHLLAVVFKDFLRGIPLKLLSCDLFEDWMGALEKPTEEDRIEALKQVAGGLPRPNLLLLRHLLYVLHLISKNAEVNKMDSSNLAICIGPNMLTLKNDQSLSFQAQKDLNNKVKILVEFLIDNCFEIFGENIRTRSRITSDDSLEHTDSSD.... Result: 0 (no interaction). (5) The miRNA is hsa-miR-6775-3p with sequence AGGCCCUGUCCUCUGCCCCAG. The protein sequence of the target gene is MERGAGAKLLPLLLLLRATGFTCAQTDGRNGYTAVIEVTSGGPWGDWAWPEMCPDGFFASGFSLKVEPPQGIPGDDTALNGIRLHCARGNVLGNTHVVESQSGSWGEWSEPLWCRGGAYLVAFSLRVEAPTTLGDNTAANNVRFRCSDGEELQGPGLSWGDFGDWSDHCPKGACGLQTKIQGPRGLGDDTALNDARLFCCRS. Result: 0 (no interaction). (6) The miRNA is bta-miR-154a with sequence UAGGUUAUCCGUGUAGCCUUCG. The protein sequence of the target gene is MDSFFPEGARVWLRENGQHFPSTVNSCAEGVVVFQTDYGQVFTYKQSTITNQKVTAMHPLHEEGVDDMASLAELHGGSIMYNLFQRYKRNQIYTYIGSIIASVNPYQPIAGLYERATMEEYSRCHLGELPPHIFAIANECYRCLWKRHDNQCVLISGESGAGKTESTKLILKFLSVISQQTLDLGLQEKTSSVEQAILQSSPIMEAFGNAKTVYNNNSSRFGKFVQLNICQQGNIQGGRIVDYLLEKNRVVRQNPGERNYHIFYALLAGLDQGEREEFYLSLPENYHYLNQSGCTEDKTI.... Result: 0 (no interaction). (7) The miRNA is hsa-miR-4793-3p with sequence UCUGCACUGUGAGUUGGCUGGCU. The protein sequence of the target gene is MKTRQNKDSMSMRSGRKKEAPGPREELRSRGRASPGGVSTSSSDGKAEKSRQTAKKARVEEASTPKVNKQGRSEEISESESEETNAPKKTKTEQELPRPQSPSDLDSLDGRSLNDDGSSDPRDIDQDNRSTSPSIYSPGSVENDSDSSSGLSQGPARPYHPPPLFPPSPQPPDSTPRQPEASFEPHPSVTPTGYHAPMEPPTSRMFQAPPGAPPPHPQLYPGGTGGVLSGPPMGPKGGGAASSVGGPNGGKQHPPPTTPISVSSSGASGAPPTKPPTTPVGGGNLPSAPPPANFPHVTPN.... Result: 0 (no interaction).